From a dataset of Forward reaction prediction with 1.9M reactions from USPTO patents (1976-2016). Predict the product of the given reaction. (1) Given the reactants Cl.Cl.Cl.[O:4]1[C:12]2[CH:11]=[CH:10][N:9]=[C:8]([N:13]3[CH2:18][CH2:17][N:16]([CH2:19][CH2:20][C@H:21]4[CH2:26][CH2:25][C@H:24]([NH2:27])[CH2:23][CH2:22]4)[CH2:15][CH2:14]3)[C:7]=2[CH2:6][CH2:5]1.[N:28]1([C:34]2[CH:42]=[CH:41][C:37]([C:38](O)=[O:39])=[CH:36][N:35]=2)[CH2:33][CH2:32][O:31][CH2:30][CH2:29]1, predict the reaction product. The product is: [O:4]1[C:12]2[CH:11]=[CH:10][N:9]=[C:8]([N:13]3[CH2:18][CH2:17][N:16]([CH2:19][CH2:20][C@H:21]4[CH2:26][CH2:25][C@H:24]([NH:27][C:38](=[O:39])[C:37]5[CH:41]=[CH:42][C:34]([N:28]6[CH2:29][CH2:30][O:31][CH2:32][CH2:33]6)=[N:35][CH:36]=5)[CH2:23][CH2:22]4)[CH2:15][CH2:14]3)[C:7]=2[CH2:6][CH2:5]1. (2) Given the reactants Cl[C:2]1[N:3]=[N:4][C:5]([N:8]2[CH2:13][CH2:12][N:11]([CH:14]3[CH2:16][CH2:15]3)[CH2:10][CH2:9]2)=[CH:6][CH:7]=1.C(=O)([O-])[O-].[Na+].[Na+].[CH3:23][O:24][C:25]1[CH:30]=[C:29](B2OC(C)(C)C(C)(C)O2)[CH:28]=[CH:27][C:26]=1[NH:40][C:41](=[O:43])[CH3:42], predict the reaction product. The product is: [CH:14]1([N:11]2[CH2:12][CH2:13][N:8]([C:5]3[N:4]=[N:3][C:2]([C:29]4[CH:28]=[CH:27][C:26]([NH:40][C:41](=[O:43])[CH3:42])=[C:25]([O:24][CH3:23])[CH:30]=4)=[CH:7][CH:6]=3)[CH2:9][CH2:10]2)[CH2:16][CH2:15]1. (3) Given the reactants [CH3:1][O:2][C:3]1[CH:4]=[C:5]2[C:9](=[CH:10][C:11]=1[N+:12]([O-])=O)[N:8]([S:15]([C:18]1[CH:23]=[CH:22][C:21]([CH3:24])=[CH:20][CH:19]=1)(=[O:17])=[O:16])[CH2:7][CH2:6]2.[BH4-].[Na+], predict the reaction product. The product is: [CH3:1][O:2][C:3]1[CH:4]=[C:5]2[C:9](=[CH:10][C:11]=1[NH2:12])[N:8]([S:15]([C:18]1[CH:23]=[CH:22][C:21]([CH3:24])=[CH:20][CH:19]=1)(=[O:16])=[O:17])[CH2:7][CH2:6]2. (4) Given the reactants Br[CH2:2]/[CH:3]=[CH:4]/[C:5]([OH:7])=O.[CH3:8][N:9]([CH3:18])[C:10]([N:12]1[CH2:17][CH2:16][NH:15][CH2:14][CH2:13]1)=[O:11].CCN(C(C)C)C(C)C.[Cl:28][C:29]1[CH:30]=[C:31]([NH:36][C:37]2[C:38]3[C:45]4[CH2:46][CH2:47][NH:48][CH2:49][C:44]=4[S:43][C:39]=3[N:40]=[CH:41][N:42]=2)[CH:32]=[CH:33][C:34]=1[Cl:35].CCN=C=NCCCN(C)C, predict the reaction product. The product is: [Cl:28][C:29]1[CH:30]=[C:31]([NH:36][C:37]2[C:38]3[C:45]4[CH2:46][CH2:47][N:48]([C:5](=[O:7])/[CH:4]=[CH:3]/[CH2:2][N:15]5[CH2:14][CH2:13][N:12]([C:10]([N:9]([CH3:18])[CH3:8])=[O:11])[CH2:17][CH2:16]5)[CH2:49][C:44]=4[S:43][C:39]=3[N:40]=[CH:41][N:42]=2)[CH:32]=[CH:33][C:34]=1[Cl:35]. (5) Given the reactants Cl[C:2]1[C:3]([C:31](=[O:41])[N:32]([CH2:37][CH2:38][CH2:39][CH3:40])[CH2:33][CH2:34][CH2:35][CH3:36])=[N:4][N:5]([C:8]2[CH:18]=[CH:17][C:11]([C:12]([O:14][CH2:15][CH3:16])=[O:13])=[CH:10][C:9]=2[C:19]([N:21]2[CH2:30][CH2:29][C:28]3[C:23](=[CH:24][CH:25]=[CH:26][CH:27]=3)[CH2:22]2)=[O:20])[C:6]=1[CH3:7].[Br:42]C1C(C(N(CCCC)CCCC)=O)=NNC=1C.FC1C=CC(C(OCC)=O)=CC=1C(N1CCC2C(=CC=CC=2)C1)=O, predict the reaction product. The product is: [Br:42][C:2]1[C:3]([C:31](=[O:41])[N:32]([CH2:37][CH2:38][CH2:39][CH3:40])[CH2:33][CH2:34][CH2:35][CH3:36])=[N:4][N:5]([C:8]2[CH:18]=[CH:17][C:11]([C:12]([O:14][CH2:15][CH3:16])=[O:13])=[CH:10][C:9]=2[C:19]([N:21]2[CH2:30][CH2:29][C:28]3[C:23](=[CH:24][CH:25]=[CH:26][CH:27]=3)[CH2:22]2)=[O:20])[C:6]=1[CH3:7]. (6) Given the reactants Cl[C:2]1[CH:7]=[C:6]([C:8]2[CH:9]=[N:10][N:11]([CH3:13])[CH:12]=2)[CH:5]=[C:4]([Cl:14])[N:3]=1.[F:15][C:16]1[CH:21]=[CH:20][C:19]([CH:22]2[CH2:26][O:25][C:24](=[O:27])[NH:23]2)=[CH:18][CH:17]=1.P([O-])([O-])([O-])=O.[K+].[K+].[K+].O1CCOCC1, predict the reaction product. The product is: [Cl:14][C:4]1[N:3]=[C:2]([N:23]2[CH:22]([C:19]3[CH:18]=[CH:17][C:16]([F:15])=[CH:21][CH:20]=3)[CH2:26][O:25][C:24]2=[O:27])[CH:7]=[C:6]([C:8]2[CH:9]=[N:10][N:11]([CH3:13])[CH:12]=2)[CH:5]=1. (7) Given the reactants [Cl:1][C:2]1[CH:3]=[CH:4][C:5]([C:37]#[N:38])=[C:6]([C:8]2[C:13]([O:14][CH3:15])=[CH:12][N:11]([CH:16]([CH2:31][C:32]([F:35])([F:34])[F:33])[C:17]([NH:19][C:20]3[CH:30]=[CH:29][C:23]([C:24]([O:26]CC)=[O:25])=[CH:22][CH:21]=3)=[O:18])[C:10](=[O:36])[CH:9]=2)[CH:7]=1.C(=O)([O-])[O-].[Cs+].[Cs+], predict the reaction product. The product is: [Cl:1][C:2]1[CH:3]=[CH:4][C:5]([C:37]#[N:38])=[C:6]([C:8]2[C:13]([O:14][CH3:15])=[CH:12][N:11]([CH:16]([CH2:31][C:32]([F:34])([F:35])[F:33])[C:17]([NH:19][C:20]3[CH:30]=[CH:29][C:23]([C:24]([OH:26])=[O:25])=[CH:22][CH:21]=3)=[O:18])[C:10](=[O:36])[CH:9]=2)[CH:7]=1.